This data is from Full USPTO retrosynthesis dataset with 1.9M reactions from patents (1976-2016). The task is: Predict the reactants needed to synthesize the given product. (1) Given the product [C:1]([O:4][N:5]1[C:13]([CH2:16][CH3:17])([CH2:14][CH3:15])[C:12]2[C:7](=[CH:8][CH:9]=[C:37]([C:35]([OH:38])=[O:30])[CH:11]=2)[C:6]1([CH2:21][CH3:22])[CH2:19][CH3:20])(=[O:3])[CH3:2], predict the reactants needed to synthesize it. The reactants are: [C:1]([O:4][N:5]1[C:13]([CH2:16][CH3:17])([CH2:14][CH3:15])[C:12]2[C:7](=[CH:8][CH:9]=C(C)[CH:11]=2)[C:6]1([CH2:21][CH3:22])[CH2:19][CH3:20])(=[O:3])[CH3:2].S([O-])([O-])(=O)=O.[Mg+2].[Mn]([O-])(=O)(=O)=[O:30].[K+].[CH:35]([OH:38])([CH3:37])C. (2) Given the product [NH2:17][C:14]1[N:13]2[N:18]=[C:19]([C:21]3[O:22][CH:23]=[CH:24][CH:25]=3)[N:20]=[C:12]2[C:11]2[CH:10]=[CH:9][N:8]([CH2:7][CH2:6][NH:39][CH2:38][CH2:37][CH2:36][CH2:35][NH:34][C:28]3[CH:29]=[CH:30][C:31]([F:33])=[CH:32][C:27]=3[F:26])[C:16]=2[N:15]=1, predict the reactants needed to synthesize it. The reactants are: CS(O[CH2:6][CH2:7][N:8]1[C:16]2[N:15]=[C:14]([NH2:17])[N:13]3[N:18]=[C:19]([C:21]4[O:22][CH:23]=[CH:24][CH:25]=4)[N:20]=[C:12]3[C:11]=2[CH:10]=[CH:9]1)(=O)=O.[F:26][C:27]1[CH:32]=[C:31]([F:33])[CH:30]=[CH:29][C:28]=1[NH:34][CH2:35][CH2:36][CH2:37][CH2:38][NH2:39]. (3) Given the product [CH2:37]([O:24][C@H:23]1[C@@H:22]([OH:25])[C@@H:21]([CH3:26])[O:20][C@H:10]([O:11][C:12]2[CH:13]=[CH:14][C:15]([O:18][CH3:19])=[CH:16][CH:17]=2)[C@@H:9]1[O:8][C:1](=[O:7])[CH2:2][CH2:3][C:4]([CH3:6])=[O:5])[C:38]1[CH:43]=[CH:42][CH:41]=[CH:40][CH:39]=1, predict the reactants needed to synthesize it. The reactants are: [C:1]([O:8][C@@H:9]1[C@@H:23]([OH:24])[C@@H:22]([OH:25])[C@@H:21]([CH3:26])[O:20][C@@H:10]1[O:11][C:12]1[CH:17]=[CH:16][C:15]([O:18][CH3:19])=[CH:14][CH:13]=1)(=[O:7])[CH2:2][CH2:3][C:4]([CH3:6])=[O:5].C([Sn](=O)CCCC)CCC.[CH2:37](Br)[C:38]1[CH:43]=[CH:42][CH:41]=[CH:40][CH:39]=1. (4) Given the product [CH:20]1([C@H:12]2[C@H:11]([CH3:23])[C@@H:10]([NH:24][C:25]3[CH:26]=[CH:27][CH:28]=[CH:29][CH:30]=3)[C:9]3[C:14](=[CH:15][CH:16]=[C:7]([C:38]4[CH:37]=[N:36][N:35]([CH2:33][CH3:34])[CH:39]=4)[N:8]=3)[N:13]2[C:17](=[O:19])[CH3:18])[CH2:22][CH2:21]1, predict the reactants needed to synthesize it. The reactants are: FC(F)(F)S(O[C:7]1[CH:16]=[CH:15][C:14]2[N:13]([C:17](=[O:19])[CH3:18])[CH:12]([CH:20]3[CH2:22][CH2:21]3)[CH:11]([CH3:23])[CH:10]([NH:24][C:25]3[CH:30]=[CH:29][CH:28]=[CH:27][CH:26]=3)[C:9]=2[N:8]=1)(=O)=O.[CH2:33]([N:35]1[CH:39]=[C:38](B2OC(C)(C)C(C)(C)O2)[CH:37]=[N:36]1)[CH3:34].C(=O)([O-])[O-].[K+].[K+]. (5) Given the product [Cl:8][C:5]1[CH:6]=[CH:7][C:2]([C:19](=[O:21])[CH3:20])=[C:3]([C:9]2[CH:14]=[C:13]([O:15][CH3:16])[N:12]=[CH:11][N:10]=2)[CH:4]=1, predict the reactants needed to synthesize it. The reactants are: Br[C:2]1[CH:7]=[CH:6][C:5]([Cl:8])=[CH:4][C:3]=1[C:9]1[CH:14]=[C:13]([O:15][CH3:16])[N:12]=[CH:11][N:10]=1.C[Si](C)(C)[C:19](=[O:21])[CH3:20]. (6) Given the product [CH3:1][O:2][C:3](=[O:14])[CH:4]([C:5]1[CH:10]=[CH:9][CH:8]=[CH:7][C:6]=1[N+:11]([O-:13])=[O:12])[CH3:17], predict the reactants needed to synthesize it. The reactants are: [CH3:1][O:2][C:3](=[O:14])[CH2:4][C:5]1[CH:10]=[CH:9][CH:8]=[CH:7][C:6]=1[N+:11]([O-:13])=[O:12].IC.[CH3:17]S(C)=O.C(=O)([O-])[O-].[Cs+].[Cs+]. (7) Given the product [NH2:18][CH2:3][C@@H:2]([OH:1])[CH2:4][N:5]1[CH2:10][CH2:9][N:8]([C:11]([O:13][C:14]([CH3:17])([CH3:16])[CH3:15])=[O:12])[CH2:7][CH2:6]1, predict the reactants needed to synthesize it. The reactants are: [O:1]1[CH2:3][C@@H:2]1[CH2:4][N:5]1[CH2:10][CH2:9][N:8]([C:11]([O:13][C:14]([CH3:17])([CH3:16])[CH3:15])=[O:12])[CH2:7][CH2:6]1.[NH3:18].